From a dataset of hERG Central: cardiac toxicity at 1µM, 10µM, and general inhibition. Predict hERG channel inhibition at various concentrations. (1) The drug is Nc1nc(CN2CCN(C(=O)c3ccco3)CC2)nc(Nc2cccc(Cl)c2)n1. Results: hERG_inhib (hERG inhibition (general)): blocker. (2) The drug is COc1cc2c(cc1OC)C(c1cccs1)N(C(=O)c1cccc(S(=O)(=O)N(C)C)c1)CC2. Results: hERG_inhib (hERG inhibition (general)): blocker. (3) The compound is COc1ccccc1CN1CCC(CNS(=O)(=O)c2cc(-c3cc(C)no3)ccc2OC)CC1. Results: hERG_inhib (hERG inhibition (general)): blocker. (4) The molecule is CC(=O)N1CCC2(CC1)C/C(=N\NC(=S)Nc1ccccc1C)c1cc(O)ccc1O2. Results: hERG_inhib (hERG inhibition (general)): blocker. (5) The drug is Cc1ccc(C)c2[nH]c(=O)c(CN(Cc3cccnc3)C(=S)NCc3ccco3)cc12. Results: hERG_inhib (hERG inhibition (general)): blocker. (6) The compound is O=C(/C=C/c1ccc(OC(F)F)cc1)OCC(=O)N1CCN(C(=O)c2ccco2)CC1. Results: hERG_inhib (hERG inhibition (general)): blocker. (7) The molecule is CC(=O)NCCn1c(SCc2cc(=O)n3cc(Cl)ccc3n2)nc2ccccc2c1=O. Results: hERG_inhib (hERG inhibition (general)): blocker. (8) The drug is CCOC(=O)c1cnc2c(C(=O)OC)cccc2c1NCCN1CCOCC1. Results: hERG_inhib (hERG inhibition (general)): blocker. (9) Results: hERG_inhib (hERG inhibition (general)): blocker. The drug is CCOC(=O)c1cnc2c(Cl)c(Cl)ccc2c1N1CCN(C)CC1.Cl. (10) The molecule is CCCCCCCN1CCC(=O)N([C@H](CO)CC(C)C)CC1. Results: hERG_inhib (hERG inhibition (general)): blocker.